The task is: Predict the reactants needed to synthesize the given product.. This data is from Full USPTO retrosynthesis dataset with 1.9M reactions from patents (1976-2016). (1) The reactants are: [Br:1][C:2]1[CH:3]=[CH:4][C:5](Cl)=[N:6][CH:7]=1.[NH:9]1[CH2:14][CH2:13][CH:12]([CH2:15][OH:16])[CH2:11][CH2:10]1.C(N(CC)C(C)C)(C)C. Given the product [Br:1][C:2]1[CH:3]=[CH:4][C:5]([N:9]2[CH2:14][CH2:13][CH:12]([CH2:15][OH:16])[CH2:11][CH2:10]2)=[N:6][CH:7]=1, predict the reactants needed to synthesize it. (2) Given the product [ClH:14].[NH2:29][C:27]1[NH:26][C:24]([NH:23][CH2:16][C:17]2[CH:22]=[CH:21][CH:20]=[CH:19][CH:18]=2)=[N:25][CH:1]([CH2:2][CH2:3][CH2:4][CH2:5][CH2:6][CH2:7][CH2:8][CH2:9][CH2:10][CH2:11][CH3:12])[N:28]=1, predict the reactants needed to synthesize it. The reactants are: [CH:1](=O)[CH2:2][CH2:3][CH2:4][CH2:5][CH2:6][CH2:7][CH2:8][CH2:9][CH2:10][CH2:11][CH3:12].[ClH:14].Cl.[CH2:16]([NH:23][C:24]([NH:26][C:27]([NH2:29])=[NH:28])=[NH:25])[C:17]1[CH:22]=[CH:21][CH:20]=[CH:19][CH:18]=1. (3) Given the product [OH:4][C:5]1[CH:12]=[CH:11][C:8]([CH:9]=[CH2:10])=[CH:7][CH:6]=1.[C:13]([O:17][C:18]1[CH:19]=[CH:20][C:21]([CH:22]=[CH2:23])=[CH:24][CH:25]=1)([CH3:16])([CH3:14])[CH3:15], predict the reactants needed to synthesize it. The reactants are: C([O:4][C:5]1[CH:12]=[CH:11][C:8]([CH:9]=[CH2:10])=[CH:7][CH:6]=1)(=O)C.[C:13]([O:17][C:18]1[CH:25]=[CH:24][C:21]([CH:22]=[CH2:23])=[CH:20][CH:19]=1)([CH3:16])([CH3:15])[CH3:14].N(C(C)(CC)C([O-])=O)=NC(C)(CC)C([O-])=O.N(C(C)(C)C(OC)=O)=NC(C)(C)C(OC)=O.